This data is from Reaction yield outcomes from USPTO patents with 853,638 reactions. The task is: Predict the reaction yield, written as a fraction of the theoretical maximum amount of product (1.0 means a 100% yield; for example, 0.34 means a 34% yield). (1) The reactants are [CH2:1]([C:8]1[CH:9]=[C:10]([C:28]2[CH:33]=[CH:32][C:31]([CH2:34][CH2:35][C:36]#[N:37])=[CH:30][C:29]=2[CH2:38][CH:39]([CH3:41])[CH3:40])[CH:11]=[CH:12][C:13]=1[C:14]1[CH:19]=[CH:18][C:17]([OH:20])=[C:16]([CH2:21][C:22]2[CH:27]=[CH:26][CH:25]=[CH:24][CH:23]=2)[CH:15]=1)[C:2]1[CH:7]=[CH:6][CH:5]=[CH:4][CH:3]=1.C([O-])([O-])=O.[K+].[K+].Cl[CH2:49][C:50]#[N:51].[Cl-].[Na+].O.O. The catalyst is CC(C)=O. The product is [CH2:1]([C:8]1[CH:9]=[C:10]([C:28]2[CH:33]=[CH:32][C:31]([CH2:34][CH2:35][C:36]#[N:37])=[CH:30][C:29]=2[CH2:38][CH:39]([CH3:41])[CH3:40])[CH:11]=[CH:12][C:13]=1[C:14]1[CH:19]=[CH:18][C:17]([O:20][CH2:49][C:50]#[N:51])=[C:16]([CH2:21][C:22]2[CH:27]=[CH:26][CH:25]=[CH:24][CH:23]=2)[CH:15]=1)[C:2]1[CH:3]=[CH:4][CH:5]=[CH:6][CH:7]=1. The yield is 0.970. (2) The yield is 0.190. The reactants are [OH:1][C:2]1[CH:9]=[CH:8][C:5]([CH:6]=[O:7])=[CH:4][C:3]=1[O:10][CH3:11].[CH3:12][C:13](OC(OC(O[C:13]([CH3:15])([CH3:14])[CH3:12])=O)=O)([CH3:15])[CH3:14].O. The product is [C:13]([O:1][C:2]1[CH:9]=[CH:8][C:5]([CH:6]=[O:7])=[CH:4][C:3]=1[O:10][CH3:11])([CH3:15])([CH3:14])[CH3:12]. The catalyst is ClCCl.C(S([O-])(=O)=O)(F)(F)F.C(S([O-])(=O)=O)(F)(F)F.C(S([O-])(=O)=O)(F)(F)F.[Sc+3]. (3) The catalyst is CCO.C(Cl)Cl. The yield is 0.680. The product is [Cl:10][C:11]1[CH:18]=[CH:17][C:14]([CH:15]2[C:2]([C:1]([O:7][CH2:8][CH3:9])=[O:6])=[C:3]([CH3:5])[NH:19][C:3]([CH3:5])=[C:2]2[C:1]([O:7][CH2:8][CH3:9])=[O:20])=[CH:13][CH:12]=1. The reactants are [C:1]([O:7][CH2:8][CH3:9])(=[O:6])[CH2:2][C:3]([CH3:5])=O.[Cl:10][C:11]1[CH:18]=[CH:17][C:14]([CH:15]=O)=[CH:13][CH:12]=1.[NH4+:19].[OH-:20]. (4) The reactants are [NH2:1][C:2]1[N:6]([C:7]2[CH:8]=[C:9]([CH:16]=[CH:17][C:18]=2[CH3:19])[C:10]([NH:12][CH:13]2[CH2:15][CH2:14]2)=[O:11])[N:5]=[CH:4][C:3]=1[C:20](=[O:31])[C:21]1[CH:26]=[CH:25][CH:24]=[C:23]([O:27][CH2:28][CH2:29]Br)[CH:22]=1.[Cl:32][C:33]1[CH:38]=[CH:37][C:36]([OH:39])=[CH:35][CH:34]=1.C([O-])([O-])=O.[K+].[K+]. The catalyst is CN(C=O)C. The product is [NH2:1][C:2]1[N:6]([C:7]2[CH:8]=[C:9]([CH:16]=[CH:17][C:18]=2[CH3:19])[C:10]([NH:12][CH:13]2[CH2:15][CH2:14]2)=[O:11])[N:5]=[CH:4][C:3]=1[C:20](=[O:31])[C:21]1[CH:26]=[CH:25][CH:24]=[C:23]([O:27][CH2:28][CH2:29][O:39][C:36]2[CH:37]=[CH:38][C:33]([Cl:32])=[CH:34][CH:35]=2)[CH:22]=1. The yield is 0.380. (5) The reactants are Br[C:2]1[S:23][C:5]2[C:6](=[O:22])[NH:7][C:8]([C:18]([O:20][CH3:21])=[O:19])=[C:9]([C:10]3[CH:15]=[CH:14][C:13]([Cl:16])=[C:12]([Cl:17])[CH:11]=3)[C:4]=2[CH:3]=1.[NH:24]1[CH2:29][CH2:28][O:27][CH2:26][CH2:25]1.C1(P(C2C=CC=CC=2)C2C3OC4C(=CC=CC=4P(C4C=CC=CC=4)C4C=CC=CC=4)C(C)(C)C=3C=CC=2)C=CC=CC=1.C(=O)([O-])[O-].[Cs+].[Cs+].O1CCOCC1. The catalyst is C1C=CC(/C=C/C(/C=C/C2C=CC=CC=2)=O)=CC=1.C1C=CC(/C=C/C(/C=C/C2C=CC=CC=2)=O)=CC=1.C1C=CC(/C=C/C(/C=C/C2C=CC=CC=2)=O)=CC=1.[Pd].[Pd]. The product is [Cl:17][C:12]1[CH:11]=[C:10]([C:9]2[C:4]3[CH:3]=[C:2]([N:24]4[CH2:29][CH2:28][O:27][CH2:26][CH2:25]4)[S:23][C:5]=3[C:6](=[O:22])[NH:7][C:8]=2[C:18]([O:20][CH3:21])=[O:19])[CH:15]=[CH:14][C:13]=1[Cl:16]. The yield is 0.0640. (6) The reactants are C1(N=C=NC2CCCCC2)CCCCC1.Cl.[F:17][C:18]1[CH:19]=[C:20]([CH:24]([NH:28][C:29]2[CH:34]=[C:33]([F:35])[C:32]([F:36])=[C:31]([F:37])[CH:30]=2)[C:25]([OH:27])=[O:26])[CH:21]=[CH:22][CH:23]=1.C1C=CC2N(O)N=NC=2C=1.[N:48]12[CH2:55][CH2:54][CH:51]([CH2:52][CH2:53]1)[C@@H:50](O)[CH2:49]2. The yield is 0.320. The catalyst is O1CCCC1. The product is [F:17][C:18]1[CH:19]=[C:20]([CH:24]([NH:28][C:29]2[CH:34]=[C:33]([F:35])[C:32]([F:36])=[C:31]([F:37])[CH:30]=2)[C:25]([O:27][C@@H:50]2[CH:51]3[CH2:54][CH2:55][N:48]([CH2:53][CH2:52]3)[CH2:49]2)=[O:26])[CH:21]=[CH:22][CH:23]=1. (7) The reactants are [NH2:1][C:2]1[CH:3]=[N:4][CH:5]=[CH:6][C:7]=1[N:8]1[CH2:13][C@H:12]([C:14]([F:17])([F:16])[F:15])[CH2:11][C@H:10]([NH:18][C:19](=[O:25])[O:20][C:21]([CH3:24])([CH3:23])[CH3:22])[CH2:9]1.[C:26]([O:30][C:31]([NH:33][C:34]1[O:42][C:41]2[C:36](=[N:37][CH:38]=[C:39]([CH3:43])[CH:40]=2)[C:35]=1[C:44](O)=[O:45])=[O:32])([CH3:29])([CH3:28])[CH3:27].CCN(C(C)C)C(C)C.CN(C(ON1N=NC2C=CC=NC1=2)=[N+](C)C)C.F[P-](F)(F)(F)(F)F. The catalyst is ClCCCl. The product is [C:26]([O:30][C:31]([NH:33][C:34]1[O:42][C:41]2[C:36](=[N:37][CH:38]=[C:39]([CH3:43])[CH:40]=2)[C:35]=1[C:44]([NH:1][C:2]1[CH:3]=[N:4][CH:5]=[CH:6][C:7]=1[N:8]1[CH2:13][C@H:12]([C:14]([F:16])([F:15])[F:17])[CH2:11][C@H:10]([NH:18][C:19](=[O:25])[O:20][C:21]([CH3:22])([CH3:24])[CH3:23])[CH2:9]1)=[O:45])=[O:32])([CH3:29])([CH3:27])[CH3:28]. The yield is 0.270. (8) The reactants are [CH:1]([O:4][C:5]1[CH:6]=[CH:7][C:8]([C:12]([O-:14])=[O:13])=[N:9][C:10]=1[CH3:11])([CH3:3])[CH3:2].[Li+].[OH-].O.CCOC(C)=O. The catalyst is C1COCC1.O. The product is [CH:1]([O:4][C:5]1[CH:6]=[CH:7][C:8]([C:12]([OH:14])=[O:13])=[N:9][C:10]=1[CH3:11])([CH3:3])[CH3:2]. The yield is 0.740.